Dataset: Catalyst prediction with 721,799 reactions and 888 catalyst types from USPTO. Task: Predict which catalyst facilitates the given reaction. (1) Reactant: C([O:3][C:4]([C:6]1[S:10][C:9]([C:11]2[CH:16]=[CH:15][C:14]([Cl:17])=[CH:13][CH:12]=2)=[N:8][C:7]=1[CH2:18][C:19]([O:21]CC)=[O:20])=[O:5])C.[OH-].[Na+].Cl. Product: [C:19]([CH2:18][C:7]1[N:8]=[C:9]([C:11]2[CH:12]=[CH:13][C:14]([Cl:17])=[CH:15][CH:16]=2)[S:10][C:6]=1[C:4]([OH:5])=[O:3])([OH:21])=[O:20]. The catalyst class is: 14. (2) Reactant: [CH:1]1([CH:4]([C:6]2[CH:11]=[CH:10][CH:9]=[C:8]([CH:12]([CH3:14])[CH3:13])[C:7]=2[OH:15])[CH3:5])[CH2:3][CH2:2]1.[OH-].[Na+].Br[CH2:19][Cl:20]. Product: [Cl:20][CH2:19][O:15][C:7]1[C:8]([CH:12]([CH3:14])[CH3:13])=[CH:9][CH:10]=[CH:11][C:6]=1[CH:4]([CH:1]1[CH2:3][CH2:2]1)[CH3:5]. The catalyst class is: 7. (3) Reactant: [F:1][C:2]([F:21])([F:20])[C:3]1[CH:8]=[CH:7][C:6]([C:9]2[CH:10]=[C:11]3[C:16](=[CH:17][CH:18]=2)[NH:15][C:14](=O)[CH2:13][CH2:12]3)=[CH:5][CH:4]=1.[H-].[Al+3].[Li+].[H-].[H-].[H-].O.[OH-].[Na+]. Product: [F:21][C:2]([F:1])([F:20])[C:3]1[CH:4]=[CH:5][C:6]([C:9]2[CH:10]=[C:11]3[C:16](=[CH:17][CH:18]=2)[NH:15][CH2:14][CH2:13][CH2:12]3)=[CH:7][CH:8]=1. The catalyst class is: 7. (4) Reactant: [CH:1]([C:4]1[NH:5][C:6]2[C:11]([CH:12]=1)=[CH:10][C:9]([N+:13]([O-])=O)=[CH:8][CH:7]=2)([CH3:3])[CH3:2]. Product: [CH:1]([C:4]1[NH:5][C:6]2[C:11]([CH:12]=1)=[CH:10][C:9]([NH2:13])=[CH:8][CH:7]=2)([CH3:3])[CH3:2]. The catalyst class is: 227.